This data is from Reaction yield outcomes from USPTO patents with 853,638 reactions. The task is: Predict the reaction yield, written as a fraction of the theoretical maximum amount of product (1.0 means a 100% yield; for example, 0.34 means a 34% yield). (1) The reactants are CC(C)[C@H](N1CC2C(=CC(C3C=CC(NC(C4SC(C5C=CC=CC=5)=CN=4)=O)=CC=3)=CC=2)C1=O)C(OC)=O.[NH2:39][C:40]1[CH:41]=[CH:42][C:43]([C:46]2[CH:54]=[C:53]3[C:49]([CH2:50][N:51]([C@@H:56]([CH:61]([CH3:63])[CH3:62])[C:57]([O:59][CH3:60])=[O:58])[C:52]3=[O:55])=[CH:48][CH:47]=2)=[N:44][CH:45]=1.[C:64]1([C:70]2[O:74][C:73]([C:75](OCC)=[O:76])=[N:72][CH:71]=2)[CH:69]=[CH:68][CH:67]=[CH:66][CH:65]=1. No catalyst specified. The product is [CH3:62][CH:61]([CH3:63])[C@H:56]([N:51]1[CH2:50][C:49]2[C:53](=[CH:54][C:46]([C:43]3[CH:42]=[CH:41][C:40]([NH:39][C:75]([C:73]4[O:74][C:70]([C:64]5[CH:65]=[CH:66][CH:67]=[CH:68][CH:69]=5)=[CH:71][N:72]=4)=[O:76])=[CH:45][N:44]=3)=[CH:47][CH:48]=2)[C:52]1=[O:55])[C:57]([O:59][CH3:60])=[O:58]. The yield is 0.830. (2) The reactants are [CH3:1][N:2]([CH:10]1[CH2:15][CH2:14][N:13]([CH3:16])[CH2:12][CH2:11]1)[C:3]1[CH:8]=[CH:7][CH:6]=[C:5]([NH2:9])[N:4]=1.[CH:17]1([C:23]([Cl:25])=[O:24])[CH2:22][CH2:21][CH2:20][CH2:19][CH2:18]1. The catalyst is N1C=CC=CC=1. The product is [ClH:25].[CH3:1][N:2]([CH:10]1[CH2:15][CH2:14][N:13]([CH3:16])[CH2:12][CH2:11]1)[C:3]1[N:4]=[C:5]([NH:9][C:23]([CH:17]2[CH2:22][CH2:21][CH2:20][CH2:19][CH2:18]2)=[O:24])[CH:6]=[CH:7][CH:8]=1. The yield is 0.880.